This data is from Forward reaction prediction with 1.9M reactions from USPTO patents (1976-2016). The task is: Predict the product of the given reaction. (1) Given the reactants [Cl:1][C:2]1[CH:3]=[C:4]2[C:13](=[CH:14][CH:15]=1)[C:12](Cl)=[C:11]1[C:6]([CH:7]=[CH:8][C:9]([O:17][CH3:18])=[CH:10]1)=[N:5]2.[CH2:19]([N:21]([CH2:28][CH3:29])[CH2:22][CH2:23][CH2:24][CH2:25][NH:26][CH3:27])[CH3:20], predict the reaction product. The product is: [Cl:1][C:2]1[CH:3]=[C:4]2[C:13](=[CH:14][CH:15]=1)[C:12]([N:26]([CH3:27])[CH2:25][CH2:24][CH2:23][CH2:22][N:21]([CH2:28][CH3:29])[CH2:19][CH3:20])=[C:11]1[C:6]([CH:7]=[CH:8][C:9]([O:17][CH3:18])=[CH:10]1)=[N:5]2. (2) Given the reactants Cl[CH2:2][C:3]1[CH:11]=[CH:10][C:6]([C:7]([NH2:9])=[O:8])=[CH:5][CH:4]=1.[P:12]([O:19]CC)([O:16][CH2:17][CH3:18])[O:13][CH2:14][CH3:15].[I-].[K+].C(#N)C, predict the reaction product. The product is: [C:7]([C:6]1[CH:10]=[CH:11][C:3]([CH2:2][P:12](=[O:19])([O:16][CH2:17][CH3:18])[O:13][CH2:14][CH3:15])=[CH:4][CH:5]=1)(=[O:8])[NH2:9]. (3) Given the reactants I[C:2]1[CH:3]=[N:4][N:5]([CH:8]2[CH2:13][CH2:12][CH2:11][CH2:10][O:9]2)[C:6]=1[CH3:7].C([Mg]Cl)(C)C.[B:19](OC)(OC)OC.C(O)(=O)C.[OH:30][C:31]([C:34]([OH:37])([CH3:36])[CH3:35])([CH3:33])[CH3:32], predict the reaction product. The product is: [CH3:7][C:6]1[N:5]([CH:8]2[CH2:13][CH2:12][CH2:11][CH2:10][O:9]2)[N:4]=[CH:3][C:2]=1[B:19]1[O:37][C:34]([CH3:36])([CH3:35])[C:31]([CH3:33])([CH3:32])[O:30]1. (4) The product is: [Si:26]([C:19]1[C:18]([F:20])=[CH:17][N:16]=[C:15]([F:21])[C:14]=1[Cl:13])([C:22]([CH3:25])([CH3:24])[CH3:23])([CH3:28])[CH3:27]. Given the reactants C(NC(C)C)(C)C.[Li]CCCC.[Cl:13][C:14]1[C:15]([F:21])=[N:16][CH:17]=[C:18]([F:20])[CH:19]=1.[C:22]([Si:26](Cl)([CH3:28])[CH3:27])([CH3:25])([CH3:24])[CH3:23].[Cl-].[NH4+], predict the reaction product. (5) Given the reactants [CH3:1][S:2]([N:5]1[CH2:10][CH:9]=[C:8]([C:11]2[CH:12]=[C:13]3[CH2:27][C:18]4([CH2:26][C:20]5([CH2:25][CH2:24][NH:23][CH2:22][CH2:21]5)[CH2:19]4)[O:17][C:14]3=[CH:15][N:16]=2)[CH2:7][CH2:6]1)(=[O:4])=[O:3].Cl[C:29]1[N:34]=[CH:33][C:32]([O:35][CH:36]([CH3:38])[CH3:37])=[CH:31][N:30]=1.C(=O)([O-])[O-].[K+].[K+].CN1CCCC1=O, predict the reaction product. The product is: [CH:36]([O:35][C:32]1[CH:31]=[N:30][C:29]([N:23]2[CH2:22][CH2:21][C:20]3([CH2:19][C:18]4([O:17][C:14]5=[CH:15][N:16]=[C:11]([C:8]6[CH2:9][CH2:10][N:5]([S:2]([CH3:1])(=[O:4])=[O:3])[CH2:6][CH:7]=6)[CH:12]=[C:13]5[CH2:27]4)[CH2:26]3)[CH2:25][CH2:24]2)=[N:34][CH:33]=1)([CH3:38])[CH3:37]. (6) Given the reactants [O:1]1[C:5]2([CH2:10][CH2:9][CH:8]([NH:11][C:12]3[NH:16][N:15]=[CH:14][CH:13]=3)[CH2:7][CH2:6]2)[O:4][CH2:3][CH2:2]1.N12CCCN=C1CCCCC2.[C:28]([C:30]1[CH:35]=[CH:34][CH:33]=[CH:32][C:31]=1[C:36]1[CH:41]=[CH:40][C:39]([CH2:42][CH:43]([C:49](=O)[CH2:50][CH2:51][CH3:52])[C:44](OCC)=[O:45])=[CH:38][C:37]=1[CH3:54])#[N:29].C(OCC)(=O)C, predict the reaction product. The product is: [O:4]1[C:5]2([CH2:6][CH2:7][CH:8]([N:11]3[C:44](=[O:45])[C:43]([CH2:42][C:39]4[CH:40]=[CH:41][C:36]([C:31]5[C:30]([C:28]#[N:29])=[CH:35][CH:34]=[CH:33][CH:32]=5)=[C:37]([CH3:54])[CH:38]=4)=[C:49]([CH2:50][CH2:51][CH3:52])[N:16]4[N:15]=[CH:14][CH:13]=[C:12]34)[CH2:9][CH2:10]2)[O:1][CH2:2][CH2:3]1. (7) Given the reactants Br[Zn][CH:3]([C:5]1[CH:10]=[CH:9][CH:8]=[CH:7][CH:6]=1)[CH3:4].[C:11]([C:15]1[N:20]=[C:19](Cl)[C:18]([C:22]#[N:23])=[CH:17][CH:16]=1)([CH3:14])([CH3:13])[CH3:12], predict the reaction product. The product is: [C:11]([C:15]1[N:20]=[C:19]([CH:3]([C:5]2[CH:10]=[CH:9][CH:8]=[CH:7][CH:6]=2)[CH3:4])[C:18]([C:22]#[N:23])=[CH:17][CH:16]=1)([CH3:14])([CH3:13])[CH3:12].